Dataset: Full USPTO retrosynthesis dataset with 1.9M reactions from patents (1976-2016). Task: Predict the reactants needed to synthesize the given product. (1) Given the product [F:1][C:2]1[CH:3]=[C:4]([C@H:8]2[CH2:12][CH2:11][CH2:10][N:9]2[C:13]2[CH:18]=[CH:17][N:16]3[N:19]=[CH:20][C:21]([NH:22][C:28]([N:30]4[CH2:31][CH2:32][C@H:37]([OH:40])[CH2:34]4)=[O:29])=[C:15]3[N:14]=2)[CH:5]=[N:6][CH:7]=1, predict the reactants needed to synthesize it. The reactants are: [F:1][C:2]1[CH:3]=[C:4]([C@H:8]2[CH2:12][CH2:11][CH2:10][N:9]2[C:13]2[CH:18]=[CH:17][N:16]3[N:19]=[CH:20][C:21]([NH2:22])=[C:15]3[N:14]=2)[CH:5]=[N:6][CH:7]=1.C1N=CN([C:28]([N:30]2[CH:34]=N[CH:32]=[CH:31]2)=[O:29])C=1.N1CC[C@H:37]([OH:40])C1. (2) Given the product [N:17]1([C:22]2[CH:23]=[C:24]([C@H:28]([NH:30][C:2]3[N:7]=[C:6]([N:8]4[C@@H:12]([CH:13]([CH3:15])[CH3:14])[CH2:11][O:10][C:9]4=[O:16])[CH:5]=[CH:4][N:3]=3)[CH3:29])[CH:25]=[CH:26][CH:27]=2)[CH:21]=[CH:20][CH:19]=[CH:18]1.[N:17]1([C:22]2[CH:23]=[C:24]([C@@H:28]([NH:30][C:2]3[N:7]=[C:6]([N:8]4[C@@H:12]([CH:13]([CH3:15])[CH3:14])[CH2:11][O:10][C:9]4=[O:16])[CH:5]=[CH:4][N:3]=3)[CH3:29])[CH:25]=[CH:26][CH:27]=2)[CH:21]=[CH:20][CH:19]=[CH:18]1, predict the reactants needed to synthesize it. The reactants are: Cl[C:2]1[N:7]=[C:6]([N:8]2[C@@H:12]([CH:13]([CH3:15])[CH3:14])[CH2:11][O:10][C:9]2=[O:16])[CH:5]=[CH:4][N:3]=1.[N:17]1([C:22]2[CH:23]=[C:24]([CH:28]([NH2:30])[CH3:29])[CH:25]=[CH:26][CH:27]=2)[CH:21]=[CH:20][CH:19]=[CH:18]1. (3) Given the product [CH3:1][O:2][C:3](=[O:15])[C:4]1[C:5](=[C:10]([O:14][CH2:28][C:25]2[S:24][C:23]([Cl:22])=[CH:27][CH:26]=2)[CH:11]=[CH:12][CH:13]=1)[C:6]([O:8][CH3:9])=[O:7], predict the reactants needed to synthesize it. The reactants are: [CH3:1][O:2][C:3](=[O:15])[C:4]1[C:5](=[C:10]([OH:14])[CH:11]=[CH:12][CH:13]=1)[C:6]([O:8][CH3:9])=[O:7].C(=O)([O-])[O-].[K+].[K+].[Cl:22][C:23]1[S:24][C:25]([CH2:28]Cl)=[CH:26][CH:27]=1. (4) Given the product [NH2:21][C@H:13]1[C:14]2[C:19](=[CH:18][CH:17]=[C:16]([N:1]3[CH2:6][CH2:5][O:4][CH2:3][CH2:2]3)[CH:15]=2)[N:10]([C:7](=[O:9])[CH3:8])[C@@H:11]([CH3:33])[C@@H:12]1[CH3:32], predict the reactants needed to synthesize it. The reactants are: [NH:1]1[CH2:6][CH2:5][O:4][CH2:3][CH2:2]1.[C:7]([N:10]1[C:19]2[C:14](=[CH:15][C:16](Br)=[CH:17][CH:18]=2)[C@H:13]([NH:21]C(=O)OCC2C=CC=CC=2)[C@@H:12]([CH3:32])[C@@H:11]1[CH:33]1CC1)(=[O:9])[CH3:8].C(N1C2C(=CC(Br)=CC=2)[C@H](NC(=O)OCC2C=CC=CC=2)[C@@H](C)[C@@H]1C)(=O)C.CN(C1C(C2C(P(C3CCCCC3)C3CCCCC3)=CC=CC=2)=CC=CC=1)C.CC(C)([O-])C.[Na+].